This data is from Reaction yield outcomes from USPTO patents with 853,638 reactions. The task is: Predict the reaction yield, written as a fraction of the theoretical maximum amount of product (1.0 means a 100% yield; for example, 0.34 means a 34% yield). (1) The reactants are [OH:1][CH:2]1[CH2:20][CH:19]2[N:4]([C:5](=[O:39])[CH:6]([NH:31][C:32]([O:34][C:35]([CH3:38])([CH3:37])[CH3:36])=[O:33])[CH2:7][CH2:8][CH2:9][CH2:10][CH2:11][CH:12]=[CH:13][CH:14]3[C:16]([C:22]([NH:24][S:25]([CH:28]4[CH2:30][CH2:29]4)(=[O:27])=[O:26])=[O:23])([NH:17][C:18]2=[O:21])[CH2:15]3)[CH2:3]1.[C:40](Cl)(=[O:47])[C:41]1[CH:46]=[CH:45][CH:44]=[N:43][CH:42]=1. No catalyst specified. The product is [C:40]([O:1][CH:2]1[CH2:20][CH:19]2[N:4]([C:5](=[O:39])[CH:6]([NH:31][C:32]([O:34][C:35]([CH3:36])([CH3:38])[CH3:37])=[O:33])[CH2:7][CH2:8][CH2:9][CH2:10][CH2:11][CH:12]=[CH:13][CH:14]3[C:16]([C:22]([NH:24][S:25]([CH:28]4[CH2:30][CH2:29]4)(=[O:27])=[O:26])=[O:23])([NH:17][C:18]2=[O:21])[CH2:15]3)[CH2:3]1)(=[O:47])[C:41]1[CH:46]=[CH:45][CH:44]=[N:43][CH:42]=1. The yield is 0.0800. (2) The reactants are P(Cl)(Cl)([Cl:3])=O.C1(C)C=CC=CC=1.[CH3:13][O:14][C:15]1[C:35]([O:36][CH3:37])=[C:34]([O:38][CH3:39])[CH:33]=[C:32]([CH3:40])[C:16]=1[C:17]([C:19]1[C:24]([C:25]([F:28])([F:27])[F:26])=[CH:23][N+:22]([O-])=[CH:21][C:20]=1[O:30][CH3:31])=[O:18]. The catalyst is CN(C)C=O. The product is [CH3:13][O:14][C:15]1[C:35]([O:36][CH3:37])=[C:34]([O:38][CH3:39])[CH:33]=[C:32]([CH3:40])[C:16]=1[C:17]([C:19]1[C:20]([O:30][CH3:31])=[CH:21][N:22]=[C:23]([Cl:3])[C:24]=1[C:25]([F:28])([F:27])[F:26])=[O:18]. The yield is 0.850. (3) The reactants are Cl.[CH:2]1([C:5]2[N:6]=[CH:7][C:8]([O:11][C@@H:12]3[CH2:22][N:15]4[C:16](=[O:21])[CH2:17][CH2:18][NH:19][CH2:20][C@H:14]4[CH2:13]3)=[N:9][CH:10]=2)[CH2:4][CH2:3]1.C(N(CC)CC)C.[F:30][C:31]([F:43])([F:42])[C:32]1[CH:37]=[CH:36][C:35]([S:38](Cl)(=[O:40])=[O:39])=[CH:34][CH:33]=1. The catalyst is ClCCl. The product is [CH:2]1([C:5]2[N:6]=[CH:7][C:8]([O:11][C@@H:12]3[CH2:22][N:15]4[C:16](=[O:21])[CH2:17][CH2:18][N:19]([S:38]([C:35]5[CH:34]=[CH:33][C:32]([C:31]([F:30])([F:42])[F:43])=[CH:37][CH:36]=5)(=[O:40])=[O:39])[CH2:20][C@H:14]4[CH2:13]3)=[N:9][CH:10]=2)[CH2:4][CH2:3]1. The yield is 0.560. (4) The reactants are CSC.B.[OH:5][C@@H:6]([C:10]1[CH:15]=[CH:14][CH:13]=[CH:12][CH:11]=1)[CH2:7][C:8]#[N:9].CO. The catalyst is C1COCC1. The product is [NH2:9][CH2:8][CH2:7][C@H:6]([C:10]1[CH:15]=[CH:14][CH:13]=[CH:12][CH:11]=1)[OH:5]. The yield is 0.760. (5) The reactants are [CH2:1]([C:3]([C:28]1[CH:41]=[CH:40][C:31]([O:32][CH2:33][C@H:34]2[O:38][C:37](=[O:39])[CH2:36][CH2:35]2)=[C:30]([CH3:42])[CH:29]=1)([C:6]1[CH:11]=[CH:10][C:9]([C:12]#[C:13][C:14]([O:23]COC)([C:19]([F:22])([F:21])[F:20])[C:15]([F:18])([F:17])[F:16])=[C:8]([CH3:27])[CH:7]=1)[CH2:4][CH3:5])[CH3:2].[H-].[H-].[H-].[H-].[Li+].[Al+3].C(OCC)(=O)C.C(Br)(Br)(Br)Br. The catalyst is CCOCC.[Cl-].[Na+].O.CC(O)C. The product is [CH2:1]([C:3]([C:28]1[CH:41]=[CH:40][C:31]([O:32][CH2:33][C@@H:34]([OH:38])[CH2:35][CH2:36][CH2:37][OH:39])=[C:30]([CH3:42])[CH:29]=1)([C:6]1[CH:11]=[CH:10][C:9]([C:12]#[C:13][C:14]([OH:23])([C:19]([F:21])([F:22])[F:20])[C:15]([F:17])([F:18])[F:16])=[C:8]([CH3:27])[CH:7]=1)[CH2:4][CH3:5])[CH3:2]. The yield is 0.744. (6) The reactants are CNN.O=C1C2C(=CC=CC=2)C(=O)[N:6]1[N:15]([CH2:23][CH3:24])[C:16](=[O:22])[O:17][C:18]([CH3:21])([CH3:20])[CH3:19]. The catalyst is C1COCC1. The product is [CH2:23]([N:15]([C:16]([O:17][C:18]([CH3:19])([CH3:21])[CH3:20])=[O:22])[NH2:6])[CH3:24]. The yield is 0.870. (7) The yield is 1.00. The product is [NH2:1][C:2]1[C:7]([Cl:8])=[C:6]([C:9]([OH:30])=[O:10])[N:5]=[C:4]([C:13]2[C:14]([O:26][CH3:25])=[N:15][C:16]([C:19]([F:20])([F:22])[F:21])=[CH:17][CH:18]=2)[C:3]=1[F:24]. No catalyst specified. The reactants are [NH2:1][C:2]1[C:7]([Cl:8])=[C:6]([C:9](OC)=[O:10])[N:5]=[C:4]([C:13]2[C:14](F)=[N:15][C:16]([C:19]([F:22])([F:21])[F:20])=[CH:17][CH:18]=2)[C:3]=1[F:24].[CH3:25][O-:26].[Na+].Cl.C[OH:30].